Dataset: Forward reaction prediction with 1.9M reactions from USPTO patents (1976-2016). Task: Predict the product of the given reaction. (1) Given the reactants [C:1]([C:4]1[CH:5]=[CH:6][C:7]([O:30][CH3:31])=[C:8]([CH2:10][CH2:11][N:12]2[CH2:17][CH2:16][CH:15]([N:18]3[C:26]4[C:21](=[CH:22][CH:23]=[C:24]([C:27]([NH2:29])=[O:28])[CH:25]=4)[CH:20]=[CH:19]3)[CH2:14][CH2:13]2)[CH:9]=1)(=[O:3])[CH3:2].[CH3:32][Li], predict the reaction product. The product is: [OH:3][C:1]([C:4]1[CH:5]=[CH:6][C:7]([O:30][CH3:31])=[C:8]([CH2:10][CH2:11][N:12]2[CH2:13][CH2:14][CH:15]([N:18]3[C:26]4[C:21](=[CH:22][CH:23]=[C:24]([C:27]([NH2:29])=[O:28])[CH:25]=4)[CH:20]=[CH:19]3)[CH2:16][CH2:17]2)[CH:9]=1)([CH3:32])[CH3:2]. (2) Given the reactants [CH3:1][NH:2][C:3]1[CH2:7][S:6][C:5](=[O:8])[N:4]=1.CC(C)([O-])C.[K+].[F:15][C:16]([F:41])([F:40])[C:17]1[CH:35]=[C:34]([C:36]([F:39])([F:38])[F:37])[CH:33]=[CH:32][C:18]=1[CH2:19][O:20][C:21]1[C:28]([O:29][CH3:30])=[CH:27][C:24]([CH:25]=O)=[C:23]([Br:31])[CH:22]=1.[Cl-].[NH4+], predict the reaction product. The product is: [F:40][C:16]([F:15])([F:41])[C:17]1[CH:35]=[C:34]([C:36]([F:38])([F:39])[F:37])[CH:33]=[CH:32][C:18]=1[CH2:19][O:20][C:21]1[C:28]([O:29][CH3:30])=[CH:27][C:24](/[CH:25]=[C:7]2/[C:3]([NH:2][CH3:1])=[N:4][C:5](=[O:8])[S:6]/2)=[C:23]([Br:31])[CH:22]=1. (3) Given the reactants [N:1]1([C:7](Cl)=[O:8])[CH2:6][CH2:5][CH2:4][CH2:3][CH2:2]1.[F:10][C:11]1[CH:12]=[CH:13][C:14]([NH:17][NH2:18])=[N:15][CH:16]=1.CCN(C(C)C)C(C)C, predict the reaction product. The product is: [F:10][C:11]1[CH:12]=[CH:13][C:14]([NH:17][NH:18][C:7]([N:1]2[CH2:6][CH2:5][CH2:4][CH2:3][CH2:2]2)=[O:8])=[N:15][CH:16]=1. (4) Given the reactants [NH2:1][C:2]1[CH:7]=[CH:6][C:5]([C:8]2[CH:13]=[CH:12][C:11]([C:14]([F:17])([F:16])[F:15])=[CH:10][CH:9]=2)=[CH:4][C:3]=1[C:18]#[N:19].[H-].[Al+3].[Li+].[H-].[H-].[H-], predict the reaction product. The product is: [NH2:19][CH2:18][C:3]1[CH:4]=[C:5]([C:8]2[CH:13]=[CH:12][C:11]([C:14]([F:15])([F:16])[F:17])=[CH:10][CH:9]=2)[CH:6]=[CH:7][C:2]=1[NH2:1]. (5) Given the reactants [NH2:1][C:2]1[CH:9]=[CH:8][CH:7]=[C:6]([F:10])[C:3]=1[C:4]#[N:5].[Br:11]N1C(=O)CCC1=O, predict the reaction product. The product is: [NH2:1][C:2]1[C:3]([C:4]#[N:5])=[C:6]([F:10])[C:7]([Br:11])=[CH:8][CH:9]=1. (6) Given the reactants [OH:1][CH2:2][CH2:3][O:4][C:5]1[CH:10]=[CH:9][C:8]([CH:11]2[CH2:16][CH2:15][N:14]([C:17]([O:19][CH2:20][C:21]([Cl:24])([Cl:23])[Cl:22])=[O:18])[CH2:13][CH:12]2[O:25][CH2:26][C:27]2[CH:36]=[CH:35][C:34]3[C:29](=[CH:30][CH:31]=[CH:32][CH:33]=3)[CH:28]=2)=[CH:7][CH:6]=1.[N:37]1([C:43](Cl)=[O:44])[CH2:42][CH2:41][O:40][CH2:39][CH2:38]1.C([O-])(=O)C.C([O-])(=O)C.C([Sn+2]CCCC)CCC, predict the reaction product. The product is: [N:37]1([C:43]([O:1][CH2:2][CH2:3][O:4][C:5]2[CH:6]=[CH:7][C:8]([CH:11]3[CH2:16][CH2:15][N:14]([C:17]([O:19][CH2:20][C:21]([Cl:22])([Cl:23])[Cl:24])=[O:18])[CH2:13][CH:12]3[O:25][CH2:26][C:27]3[CH:36]=[CH:35][C:34]4[C:29](=[CH:30][CH:31]=[CH:32][CH:33]=4)[CH:28]=3)=[CH:9][CH:10]=2)=[O:44])[CH2:42][CH2:41][O:40][CH2:39][CH2:38]1. (7) Given the reactants [CH3:1][S@:2]([C:4]1[CH:9]=[CH:8][C:7]([CH3:10])=[CH:6][CH:5]=1)=[O:3].C1CCCCC1.[Cl:17][C:18]1[CH:19]=[C:20]([C:27]([CH3:36])([CH3:35])[CH2:28][C:29](=[O:34])[C:30]([F:33])([F:32])[F:31])[C:21]2[O:25][CH2:24][CH2:23][C:22]=2[CH:26]=1.C1COCC1, predict the reaction product. The product is: [Cl:17][C:18]1[CH:19]=[C:20]([C:27]([CH3:36])([CH3:35])[CH2:28][C@:29]([CH2:1][S@:2]([C:4]2[CH:9]=[CH:8][C:7]([CH3:10])=[CH:6][CH:5]=2)=[O:3])([OH:34])[C:30]([F:31])([F:32])[F:33])[C:21]2[O:25][CH2:24][CH2:23][C:22]=2[CH:26]=1.[Cl:17][C:18]1[CH:19]=[C:20]([C:27]([CH3:36])([CH3:35])[CH2:28][C@@:29]([CH2:1][S@:2]([C:4]2[CH:9]=[CH:8][C:7]([CH3:10])=[CH:6][CH:5]=2)=[O:3])([OH:34])[C:30]([F:31])([F:32])[F:33])[C:21]2[O:25][CH2:24][CH2:23][C:22]=2[CH:26]=1. (8) Given the reactants [NH2:1][C:2]1[C:10]([O:11][CH3:12])=[N:9][CH:8]=[CH:7][C:3]=1[C:4]([OH:6])=O.[CH3:13][NH2:14].[CH:15]1([N:20]2[CH2:25][CH2:24][CH:23]([O:26][C:27]3[CH:34]=[CH:33][C:30]([CH:31]=O)=[CH:29][CH:28]=3)[CH2:22][CH2:21]2)[CH2:19][CH2:18][CH2:17][CH2:16]1, predict the reaction product. The product is: [CH:15]1([N:20]2[CH2:25][CH2:24][CH:23]([O:26][C:27]3[CH:34]=[CH:33][C:30]([C:31]4[N:14]([CH3:13])[C:4](=[O:6])[C:3]5[CH:7]=[CH:8][N:9]=[C:10]([O:11][CH3:12])[C:2]=5[N:1]=4)=[CH:29][CH:28]=3)[CH2:22][CH2:21]2)[CH2:19][CH2:18][CH2:17][CH2:16]1. (9) Given the reactants [Cl:1][C:2]1[C:3]([O:16][CH2:17][CH:18]2[CH2:23][CH2:22][CH2:21][C:20]([F:25])([F:24])[CH2:19]2)=[CH:4][C:5]([F:15])=[C:6]([CH:14]=1)[C:7]([O:9]C(C)(C)C)=[O:8], predict the reaction product. The product is: [Cl:1][C:2]1[C:3]([O:16][CH2:17][CH:18]2[CH2:23][CH2:22][CH2:21][C:20]([F:24])([F:25])[CH2:19]2)=[CH:4][C:5]([F:15])=[C:6]([CH:14]=1)[C:7]([OH:9])=[O:8].